This data is from Forward reaction prediction with 1.9M reactions from USPTO patents (1976-2016). The task is: Predict the product of the given reaction. (1) Given the reactants [CH3:1][S:2]([NH2:5])(=[O:4])=[O:3].[H-].[Na+].[CH2:8]([S:15][C:16]1[N:21]=[C:20](Cl)[CH:19]=[C:18]([Cl:23])[N:17]=1)[C:9]1[CH:14]=[CH:13][CH:12]=[CH:11][CH:10]=1.Cl, predict the reaction product. The product is: [CH2:8]([S:15][C:16]1[N:21]=[C:20]([NH:5][S:2]([CH3:1])(=[O:4])=[O:3])[CH:19]=[C:18]([Cl:23])[N:17]=1)[C:9]1[CH:14]=[CH:13][CH:12]=[CH:11][CH:10]=1. (2) Given the reactants Cl[C:2]1[C:3]2[CH2:12][CH2:11][N:10](C(OC(C)(C)C)=O)[CH2:9][C:4]=2[N:5]=[C:6]([CH3:8])[N:7]=1.C([Sn](CCCC)(CCCC)[C:25]1[CH:30]=[CH:29][CH:28]=[CH:27][N:26]=1)CCC, predict the reaction product. The product is: [CH3:8][C:6]1[N:7]=[C:2]([C:25]2[CH:30]=[CH:29][CH:28]=[CH:27][N:26]=2)[C:3]2[CH2:12][CH2:11][NH:10][CH2:9][C:4]=2[N:5]=1. (3) Given the reactants [CH3:1][C:2]1([CH3:11])[CH2:10][C:9]2[C:4](=[CH:5][CH:6]=[CH:7][CH:8]=2)[NH:3]1.C(O[CH:15]=[C:16]([C:22]([O:24][CH2:25][CH3:26])=[O:23])[C:17]([O:19][CH2:20][CH3:21])=[O:18])C, predict the reaction product. The product is: [CH3:1][C:2]1([CH3:11])[CH2:10][C:9]2[C:4](=[CH:5][CH:6]=[CH:7][CH:8]=2)[N:3]1[CH:15]=[C:16]([C:17]([O:19][CH2:20][CH3:21])=[O:18])[C:22]([O:24][CH2:25][CH3:26])=[O:23]. (4) Given the reactants [F:1][C:2]1[C:10]([F:11])=[C:9]([C:12]2[CH:13]=[N:14][C:15]3[N:16]([C:18]([C:21]4([C:24]5[CH:25]=[C:26]6[C:31](=[CH:32][CH:33]=5)[N:30]=[CH:29][CH:28]=[CH:27]6)[CH2:23][CH2:22]4)=[CH:19][N:20]=3)[CH:17]=2)[CH:8]=[CH:7][C:3]=1[C:4]([OH:6])=O.CN.F[P-](F)(F)(F)(F)F.[N:43]1(O[P+](N(C)C)(N(C)C)N(C)C)[C:47]2C=CC=CC=2N=N1.C(N(CC)C(C)C)(C)C, predict the reaction product. The product is: [F:1][C:2]1[C:10]([F:11])=[C:9]([C:12]2[CH:13]=[N:14][C:15]3[N:16]([C:18]([C:21]4([C:24]5[CH:25]=[C:26]6[C:31](=[CH:32][CH:33]=5)[N:30]=[CH:29][CH:28]=[CH:27]6)[CH2:23][CH2:22]4)=[CH:19][N:20]=3)[CH:17]=2)[CH:8]=[CH:7][C:3]=1[C:4]([NH:43][CH3:47])=[O:6]. (5) The product is: [C:6]([O:10][C:11]([N:13]1[CH2:25][C@@H:24]([CH3:26])[N:23]2[C@H:15]([CH2:16][C:17]3[C:22]2=[N:21][C:20]([S:34][CH2:32][CH3:33])=[CH:19][CH:18]=3)[CH2:14]1)=[O:12])([CH3:9])([CH3:7])[CH3:8]. Given the reactants C([Li])CCC.[C:6]([O:10][C:11]([N:13]1[CH2:25][C@@H:24]([CH3:26])[N:23]2[C@H:15]([CH2:16][C:17]3[C:22]2=[N:21][C:20](COCCO)=[CH:19][CH:18]=3)[CH2:14]1)=[O:12])([CH3:9])([CH3:8])[CH3:7].[CH2:32]([S:34]SCC)[CH3:33].C([O-])(=O)C.[NH4+], predict the reaction product.